This data is from Forward reaction prediction with 1.9M reactions from USPTO patents (1976-2016). The task is: Predict the product of the given reaction. (1) Given the reactants [OH-].[Na+:2].[CH3:3][C:4]([OH:43])([C:6]1[CH:7]=[CH:8][CH:9]=[CH:10][C:11]=1[CH2:12][CH2:13][C@@H:14]([S:34][CH2:35][C:36]1([CH2:39][C:40]([OH:42])=[O:41])[CH2:38][CH2:37]1)[C:15]1[CH:16]=[CH:17][CH:18]=[C:19](/[CH:21]=[CH:22]/[C:23]2[CH:24]=[CH:25][C:26]3[CH:27]=[CH:28][C:29]([Cl:33])=[CH:30][C:31]=3[N:32]=2)[CH:20]=1)[CH3:5], predict the reaction product. The product is: [Cl:33][C:29]1[CH:30]=[C:31]2[C:26]([CH:25]=[CH:24][C:23](/[CH:22]=[CH:21]/[C:19]3[CH:20]=[C:15]([C@H:14]([S:34][CH2:35][C:36]4([CH2:39][C:40]([O-:42])=[O:41])[CH2:37][CH2:38]4)[CH2:13][CH2:12][C:11]4[CH:10]=[CH:9][CH:8]=[CH:7][C:6]=4[C:4]([OH:43])([CH3:5])[CH3:3])[CH:16]=[CH:17][CH:18]=3)=[N:32]2)=[CH:27][CH:28]=1.[Na+:2]. (2) Given the reactants C[O:2][C:3]1[CH:8]=[CH:7][C:6]([B:9]2[O:13][C:12]([CH3:15])([CH3:14])[C:11]([CH3:17])([CH3:16])[O:10]2)=[CH:5][N:4]=1.[CH3:18]I, predict the reaction product. The product is: [CH3:18][N:4]1[CH:5]=[C:6]([B:9]2[O:13][C:12]([CH3:15])([CH3:14])[C:11]([CH3:17])([CH3:16])[O:10]2)[CH:7]=[CH:8][C:3]1=[O:2]. (3) Given the reactants [NH2:1][C:2]1[CH:7]=[CH:6][CH:5]=[CH:4][C:3]=1[OH:8].[C:9]([O:13][C:14](O[C:14]([O:13][C:9]([CH3:12])([CH3:11])[CH3:10])=[O:15])=[O:15])([CH3:12])([CH3:11])[CH3:10], predict the reaction product. The product is: [C:9]([O:13][C:14]([NH:1][C:2]1[CH:7]=[CH:6][CH:5]=[CH:4][C:3]=1[OH:8])=[O:15])([CH3:12])([CH3:11])[CH3:10]. (4) Given the reactants Br[C:2]1[C:3]([C:17]2[N:27]=[C:20]3[C:21]([CH3:26])=[N:22][CH:23]=[C:24]([CH3:25])[N:19]3[N:18]=2)=[CH:4][C:5]2[N:6]([CH:8]=[C:9]([C:11]3[CH:16]=[CH:15][CH:14]=[CH:13][CH:12]=3)[N:10]=2)[CH:7]=1.[CH3:28][N:29](C=O)C, predict the reaction product. The product is: [CH3:25][C:24]1[N:19]2[N:18]=[C:17]([C:3]3[C:2]([C:28]#[N:29])=[CH:7][N:6]4[CH:8]=[C:9]([C:11]5[CH:16]=[CH:15][CH:14]=[CH:13][CH:12]=5)[N:10]=[C:5]4[CH:4]=3)[N:27]=[C:20]2[C:21]([CH3:26])=[N:22][CH:23]=1.